Dataset: Reaction yield outcomes from USPTO patents with 853,638 reactions. Task: Predict the reaction yield, written as a fraction of the theoretical maximum amount of product (1.0 means a 100% yield; for example, 0.34 means a 34% yield). (1) The reactants are [NH:1]1[C:9]2[C:4](=[CH:5][C:6]([CH:10]3[CH2:16][CH2:15][NH:14][CH2:13][C:12]4[CH:17]=[CH:18][CH:19]=[CH:20][C:11]3=4)=[CH:7][CH:8]=2)[CH:3]=[CH:2]1.C=O.[C:23](O[BH-](OC(=O)C)OC(=O)C)(=O)C.[Na+]. The catalyst is ClCCCl. The product is [NH:1]1[C:9]2[C:4](=[CH:5][C:6]([CH:10]3[CH2:16][CH2:15][N:14]([CH3:23])[CH2:13][C:12]4[CH:17]=[CH:18][CH:19]=[CH:20][C:11]3=4)=[CH:7][CH:8]=2)[CH:3]=[CH:2]1. The yield is 0.500. (2) The reactants are C([O:8][C:9]1[CH:14]=[CH:13][C:12]([C:15]2[C:16](=[O:29])[N:17]([CH3:28])[C:18]([NH:21][C:22]3[CH:27]=[CH:26][CH:25]=[CH:24][CH:23]=3)=[N:19][CH:20]=2)=[CH:11][C:10]=1[F:30])C1C=CC=CC=1. The catalyst is C(O)(C(F)(F)F)=O. The product is [F:30][C:10]1[CH:11]=[C:12]([C:15]2[C:16](=[O:29])[N:17]([CH3:28])[C:18]([NH:21][C:22]3[CH:27]=[CH:26][CH:25]=[CH:24][CH:23]=3)=[N:19][CH:20]=2)[CH:13]=[CH:14][C:9]=1[OH:8]. The yield is 1.00.